From a dataset of NCI-60 drug combinations with 297,098 pairs across 59 cell lines. Regression. Given two drug SMILES strings and cell line genomic features, predict the synergy score measuring deviation from expected non-interaction effect. (1) Drug 1: C1=C(C(=O)NC(=O)N1)F. Drug 2: C1=NC2=C(N=C(N=C2N1C3C(C(C(O3)CO)O)O)F)N. Cell line: HCT116. Synergy scores: CSS=30.2, Synergy_ZIP=-2.44, Synergy_Bliss=-7.98, Synergy_Loewe=-11.6, Synergy_HSA=-5.71. (2) Drug 1: CC(C1=C(C=CC(=C1Cl)F)Cl)OC2=C(N=CC(=C2)C3=CN(N=C3)C4CCNCC4)N. Drug 2: CC1C(C(CC(O1)OC2CC(OC(C2O)C)OC3=CC4=CC5=C(C(=O)C(C(C5)C(C(=O)C(C(C)O)O)OC)OC6CC(C(C(O6)C)O)OC7CC(C(C(O7)C)O)OC8CC(C(C(O8)C)O)(C)O)C(=C4C(=C3C)O)O)O)O. Cell line: SF-295. Synergy scores: CSS=21.0, Synergy_ZIP=9.22, Synergy_Bliss=17.4, Synergy_Loewe=14.3, Synergy_HSA=18.3. (3) Drug 1: CC1OCC2C(O1)C(C(C(O2)OC3C4COC(=O)C4C(C5=CC6=C(C=C35)OCO6)C7=CC(=C(C(=C7)OC)O)OC)O)O. Drug 2: C1C(C(OC1N2C=C(C(=O)NC2=O)F)CO)O. Cell line: 786-0. Synergy scores: CSS=18.8, Synergy_ZIP=-11.5, Synergy_Bliss=-9.34, Synergy_Loewe=-5.63, Synergy_HSA=-4.11. (4) Drug 1: C1C(C(OC1N2C=C(C(=O)NC2=O)F)CO)O. Cell line: OVCAR3. Drug 2: C(CN)CNCCSP(=O)(O)O. Synergy scores: CSS=10.1, Synergy_ZIP=-1.42, Synergy_Bliss=-0.945, Synergy_Loewe=-3.65, Synergy_HSA=-0.445.